Dataset: Catalyst prediction with 721,799 reactions and 888 catalyst types from USPTO. Task: Predict which catalyst facilitates the given reaction. (1) Reactant: [CH:1]1([N:7]([CH2:34][CH:35]2[CH2:37][CH2:36]2)[C:8]2[N:13]=[CH:12][N:11]=[C:10]([C:14]([NH:16][C:17]3[CH:33]=[CH:32][C:20]([CH2:21][S:22]([CH2:25][CH2:26][C:27]([O:29]CC)=[O:28])(=[O:24])=[O:23])=[CH:19][CH:18]=3)=[O:15])[CH:9]=2)[CH2:6][CH2:5][CH2:4][CH2:3][CH2:2]1.Cl. Product: [CH:1]1([N:7]([CH2:34][CH:35]2[CH2:36][CH2:37]2)[C:8]2[N:13]=[CH:12][N:11]=[C:10]([C:14]([NH:16][C:17]3[CH:33]=[CH:32][C:20]([CH2:21][S:22]([CH2:25][CH2:26][C:27]([OH:29])=[O:28])(=[O:24])=[O:23])=[CH:19][CH:18]=3)=[O:15])[CH:9]=2)[CH2:6][CH2:5][CH2:4][CH2:3][CH2:2]1. The catalyst class is: 1. (2) Reactant: [CH3:1][S:2]([N:5]=[CH:6]OCC)(=[O:4])=[O:3].[NH2:10][CH:11]1[CH2:16][CH2:15][N:14]([CH2:17][C:18]2[CH:23]=[CH:22][CH:21]=[CH:20][CH:19]=2)[CH2:13][CH2:12]1. Product: [CH3:1][S:2]([N:5]=[CH:6][NH:10][CH:11]1[CH2:16][CH2:15][N:14]([CH2:17][C:18]2[CH:23]=[CH:22][CH:21]=[CH:20][CH:19]=2)[CH2:13][CH2:12]1)(=[O:3])=[O:4]. The catalyst class is: 27. (3) Reactant: [Cl:1][C:2]1[CH:7]=[CH:6][CH:5]=[CH:4][C:3]=1[C:8]1[N:27]([CH2:28][C@@H:29]2[CH2:34][CH2:33][CH2:32][N:31](C(OC(C)(C)C)=O)[CH2:30]2)[C:11]2[N:12]=[C:13]([NH:16][CH2:17][C:18]3[CH:23]=[CH:22][C:21]([O:24]C)=[C:20]([F:26])[CH:19]=3)[N:14]=[CH:15][C:10]=2[CH:9]=1. Product: [Cl:1][C:2]1[CH:7]=[CH:6][CH:5]=[CH:4][C:3]=1[C:8]1[N:27]([CH2:28][C@@H:29]2[CH2:34][CH2:33][CH2:32][NH:31][CH2:30]2)[C:11]2[N:12]=[C:13]([NH:16][CH2:17][C:18]3[CH:23]=[CH:22][C:21]([OH:24])=[C:20]([F:26])[CH:19]=3)[N:14]=[CH:15][C:10]=2[CH:9]=1. The catalyst class is: 4. (4) Product: [F:4][C:3]([F:6])([F:5])[C:1]([OH:7])=[O:2].[CH2:32]([N:18]([CH:19]1[CH2:24][CH2:23][NH:22][CH2:21][CH2:20]1)[C:16](=[O:17])[O:15][CH2:8][C:9]1[CH:14]=[CH:13][CH:12]=[CH:11][CH:10]=1)[CH3:33]. The catalyst class is: 2. Reactant: [C:1]([OH:7])([C:3]([F:6])([F:5])[F:4])=[O:2].[CH2:8]([O:15][C:16]([N:18]([CH2:32][CH3:33])[CH:19]1[CH2:24][CH2:23][N:22](C(OC(C)(C)C)=O)[CH2:21][CH2:20]1)=[O:17])[C:9]1[CH:14]=[CH:13][CH:12]=[CH:11][CH:10]=1. (5) Reactant: C([O:3][C:4]([C:6]1[C:11]([NH:12][C:13]2[CH:14]=[N:15][CH:16]=[N:17][CH:18]=2)=[CH:10][CH:9]=[C:8]([Cl:19])[N:7]=1)=[O:5])C.[Li+].[OH-].Cl. Product: [Cl:19][C:8]1[N:7]=[C:6]([C:4]([OH:5])=[O:3])[C:11]([NH:12][C:13]2[CH:18]=[N:17][CH:16]=[N:15][CH:14]=2)=[CH:10][CH:9]=1. The catalyst class is: 219.